Task: Predict the reactants needed to synthesize the given product.. Dataset: Full USPTO retrosynthesis dataset with 1.9M reactions from patents (1976-2016) (1) Given the product [ClH:19].[NH2:10][C@H:3]([C:4]1[CH:9]=[CH:8][CH:7]=[CH:6][CH:5]=1)[C:2]([NH2:1])=[O:18], predict the reactants needed to synthesize it. The reactants are: [NH2:1][C:2](=[O:18])[C@H:3]([NH:10]C(=O)OC(C)(C)C)[C:4]1[CH:9]=[CH:8][CH:7]=[CH:6][CH:5]=1.[ClH:19]. (2) Given the product [CH3:78][O:77][C:74]1[CH:73]=[CH:72][C:71]([CH2:70][N:60]2[C:56]3=[N:57][CH:58]=[CH:59][C:54]([O:53][C:52]4[CH:51]=[CH:50][C:48]([NH:49][C:8]([C:7]5[C:2](=[O:1])[N:3]([C:11]6[CH:16]=[CH:15][CH:14]=[CH:13][N:12]=6)[N:4]=[CH:5][CH:6]=5)=[O:10])=[CH:47][C:46]=4[F:45])=[C:55]3[C:62]([N:63]3[CH2:68][CH2:67][N:66]([CH3:69])[CH2:65][CH2:64]3)=[N:61]2)=[CH:76][CH:75]=1, predict the reactants needed to synthesize it. The reactants are: [O:1]=[C:2]1[C:7]([C:8]([OH:10])=O)=[CH:6][CH:5]=[N:4][N:3]1[C:11]1[CH:16]=[CH:15][CH:14]=[CH:13][N:12]=1.C1C=CC2N(O)N=NC=2C=1.CCN=C=NCCCN(C)C.CN1CCOCC1.[F:45][C:46]1[CH:47]=[C:48]([CH:50]=[CH:51][C:52]=1[O:53][C:54]1[CH:59]=[CH:58][N:57]=[C:56]2[N:60]([CH2:70][C:71]3[CH:76]=[CH:75][C:74]([O:77][CH3:78])=[CH:73][CH:72]=3)[N:61]=[C:62]([N:63]3[CH2:68][CH2:67][N:66]([CH3:69])[CH2:65][CH2:64]3)[C:55]=12)[NH2:49]. (3) Given the product [CH3:1][C:2]1[CH:3]=[C:4]2[C:8](=[CH:9][C:10]=1[CH3:11])[C:7](=[O:12])[N:6]([C:13]1[CH:18]=[CH:17][C:16]([F:19])=[CH:15][CH:14]=1)[CH:5]2[CH2:20][CH2:21][O:22][S:30]([CH3:33])(=[O:32])=[O:31], predict the reactants needed to synthesize it. The reactants are: [CH3:1][C:2]1[CH:3]=[C:4]2[C:8](=[CH:9][C:10]=1[CH3:11])[C:7](=[O:12])[N:6]([C:13]1[CH:18]=[CH:17][C:16]([F:19])=[CH:15][CH:14]=1)[CH:5]2[CH2:20][CH2:21][OH:22].C(N(CC)CC)C.[S:30](Cl)([CH3:33])(=[O:32])=[O:31].